Dataset: Forward reaction prediction with 1.9M reactions from USPTO patents (1976-2016). Task: Predict the product of the given reaction. Given the reactants C1(C2C=C(C3CC3)C=CC=2N2CCN(C(C3C=NC(F)=CC=3C)=O)CC2)CC1.COC1C=CC(CN)=CC=1.Cl[CH2:40][CH2:41][CH2:42][S:43](Cl)(=[O:45])=[O:44].[NH2:47][C:48]1[N:53]=[CH:52][C:51]([C:54]([N:56]2[CH2:61][CH2:60][N:59]([C:62]3[CH:67]=[CH:66][C:65]([CH:68]4[CH2:70][CH2:69]4)=[CH:64][C:63]=3[CH:71]3[CH2:73][CH2:72]3)[CH2:58][CH2:57]2)=[O:55])=[C:50]([CH3:74])[CH:49]=1, predict the reaction product. The product is: [CH:71]1([C:63]2[CH:64]=[C:65]([CH:68]3[CH2:70][CH2:69]3)[CH:66]=[CH:67][C:62]=2[N:59]2[CH2:58][CH2:57][N:56]([C:54]([C:51]3[CH:52]=[N:53][C:48]([N:47]4[CH2:40][CH2:41][CH2:42][S:43]4(=[O:45])=[O:44])=[CH:49][C:50]=3[CH3:74])=[O:55])[CH2:61][CH2:60]2)[CH2:72][CH2:73]1.